Predict the product of the given reaction. From a dataset of Forward reaction prediction with 1.9M reactions from USPTO patents (1976-2016). (1) Given the reactants [Sn](Cl)Cl.[C:4]1([S:10]([NH:13][CH:14]([C:21]2[CH:26]=[CH:25][CH:24]=[C:23]([N+:27]([O-])=O)[CH:22]=2)[CH2:15][C:16]([O:18][CH2:19][CH3:20])=[O:17])(=[O:12])=[O:11])[CH:9]=[CH:8][CH:7]=[CH:6][CH:5]=1.C([O-])(O)=O.[Na+], predict the reaction product. The product is: [C:4]1([S:10]([NH:13][CH:14]([C:21]2[CH:26]=[CH:25][CH:24]=[C:23]([NH2:27])[CH:22]=2)[CH2:15][C:16]([O:18][CH2:19][CH3:20])=[O:17])(=[O:11])=[O:12])[CH:5]=[CH:6][CH:7]=[CH:8][CH:9]=1. (2) Given the reactants [C:1]1([CH2:7][N:8]2[CH2:13][CH2:12][O:11][CH:10]([C:14]([CH:16]3[CH2:21][CH2:20][O:19][CH2:18][CH2:17]3)=[O:15])[CH2:9]2)[CH:6]=[CH:5][CH:4]=[CH:3][CH:2]=1.[C:22]1([C:28]2[CH:36]=[CH:35][CH:34]=[CH:33][C:29]=2[CH2:30][Mg:31][Br:32])[CH:27]=[CH:26][CH:25]=[CH:24][CH:23]=1.[C:37]1([C:43]2[CH:50]=[CH:49][CH:48]=[CH:47][C:44]=2[CH2:45]Br)[CH:42]=[CH:41][CH:40]=[CH:39][CH:38]=1, predict the reaction product. The product is: [C:22]1([C:28]2[CH:36]=[CH:35][CH:34]=[CH:33][C:29]=2[CH2:30][Mg:31][Br:32])[CH:23]=[CH:24][CH:25]=[CH:26][CH:27]=1.[C:43]1([C:37]2[CH:38]=[CH:39][CH:40]=[CH:41][CH:42]=2)[CH:50]=[CH:49][CH:48]=[CH:47][C:44]=1[CH2:45][C:14]([CH:10]1[O:11][CH2:12][CH2:13][N:8]([CH2:7][C:1]2[CH:2]=[CH:3][CH:4]=[CH:5][CH:6]=2)[CH2:9]1)([CH:16]1[CH2:21][CH2:20][O:19][CH2:18][CH2:17]1)[OH:15]. (3) Given the reactants [C:1]([NH:4][C:5]1[S:6][CH:7]=[C:8]([CH2:10][CH2:11][C:12]2[CH:20]=[CH:19][C:15]([C:16]([OH:18])=O)=[C:14]([F:21])[C:13]=2[F:22])[N:9]=1)(=[O:3])[CH3:2].C([N:25]1[CH:29]=[CH:28][N:27]=[CH:26]1)([N:25]1[CH:29]=[CH:28][N:27]=[CH:26]1)=O, predict the reaction product. The product is: [F:22][C:13]1[C:14]([F:21])=[C:15]([C:16]([N:25]2[CH:29]=[CH:28][N:27]=[CH:26]2)=[O:18])[CH:19]=[CH:20][C:12]=1[CH2:11][CH2:10][C:8]1[N:9]=[C:5]([NH:4][C:1](=[O:3])[CH3:2])[S:6][CH:7]=1.